From a dataset of Peptide-MHC class I binding affinity with 185,985 pairs from IEDB/IMGT. Regression. Given a peptide amino acid sequence and an MHC pseudo amino acid sequence, predict their binding affinity value. This is MHC class I binding data. (1) The peptide sequence is LLKATLLAV. The MHC is HLA-B08:01 with pseudo-sequence HLA-B08:01. The binding affinity (normalized) is 0.765. (2) The peptide sequence is NQTNITMSAEV. The MHC is Mamu-A07 with pseudo-sequence Mamu-A07. The binding affinity (normalized) is 0.295. (3) The binding affinity (normalized) is 0.337. The MHC is HLA-A32:01 with pseudo-sequence HLA-A32:01. The peptide sequence is PNERRAWNSL. (4) The peptide sequence is LALEVARQKR. The MHC is HLA-A11:01 with pseudo-sequence HLA-A11:01. The binding affinity (normalized) is 0.